This data is from Forward reaction prediction with 1.9M reactions from USPTO patents (1976-2016). The task is: Predict the product of the given reaction. (1) Given the reactants [O:1]=[C:2]1[CH2:7][CH2:6][N:5]([C:8]([O:10][C:11]([CH3:14])([CH3:13])[CH3:12])=[O:9])[CH2:4][CH2:3]1.[CH2:15](Br)[CH:16]=[CH2:17].[Cl-].[NH4+].OS(O)(=O)=O, predict the reaction product. The product is: [CH2:17]([C:2]1([OH:1])[CH2:3][CH2:4][N:5]([C:8]([O:10][C:11]([CH3:14])([CH3:13])[CH3:12])=[O:9])[CH2:6][CH2:7]1)[CH:16]=[CH2:15]. (2) Given the reactants [C:1]([C:5]1[CH:33]=[CH:32][C:8]([NH:9][C:10]2[C:19]3[C:14](=[CH:15][CH:16]=[CH:17][CH:18]=3)[C:13]([CH2:20][C:21]3[CH:22]=[N:23][C:24]([O:30]C)=[C:25]([NH:27][CH2:28][CH3:29])[CH:26]=3)=[N:12][N:11]=2)=[CH:7][CH:6]=1)([CH3:4])([CH3:3])[CH3:2], predict the reaction product. The product is: [C:1]([C:5]1[CH:6]=[CH:7][C:8]([NH:9][C:10]2[C:19]3[C:14](=[CH:15][CH:16]=[CH:17][CH:18]=3)[C:13]([CH2:20][C:21]3[CH:22]=[N:23][C:24]([OH:30])=[C:25]([NH:27][CH2:28][CH3:29])[CH:26]=3)=[N:12][N:11]=2)=[CH:32][CH:33]=1)([CH3:2])([CH3:3])[CH3:4].